The task is: Predict the reactants needed to synthesize the given product.. This data is from Full USPTO retrosynthesis dataset with 1.9M reactions from patents (1976-2016). (1) Given the product [I:52][C:13]1[CH:14]=[C:15]2[C:10](=[CH:11][CH:12]=1)[N:9]([C:17]([C:18]1[CH:19]=[CH:20][CH:21]=[CH:22][CH:23]=1)([C:30]1[CH:35]=[CH:34][CH:33]=[CH:32][CH:31]=1)[C:24]1[CH:25]=[CH:26][CH:27]=[CH:28][CH:29]=1)[N:8]=[C:7]2[C:4]1[CH:3]=[CH:2][N:1]=[CH:6][CH:5]=1, predict the reactants needed to synthesize it. The reactants are: [N:1]1[CH:6]=[CH:5][C:4]([C:7]2[C:15]3[C:10](=[CH:11][CH:12]=[C:13](N)[CH:14]=3)[N:9]([C:17]([C:30]3[CH:35]=[CH:34][CH:33]=[CH:32][CH:31]=3)([C:24]3[CH:29]=[CH:28][CH:27]=[CH:26][CH:25]=3)[C:18]3[CH:23]=[CH:22][CH:21]=[CH:20][CH:19]=3)[N:8]=2)=[CH:3][CH:2]=1.O.C1(C)C=CC(S(O)(=O)=O)=CC=1.N([O-])=O.[Na+].[I-:52].[K+]. (2) Given the product [Cl:1][C:2]1[CH:3]=[C:4]([CH:5]2[O:9][C:15]([CH3:17])([CH3:16])[O:7][C:6]2=[O:8])[CH:10]=[CH:11][CH:12]=1, predict the reactants needed to synthesize it. The reactants are: [Cl:1][C:2]1[CH:3]=[C:4]([CH:10]=[CH:11][CH:12]=1)[C@@H:5]([OH:9])[C:6]([OH:8])=[O:7].CO[C:15](OC)([CH3:17])[CH3:16]. (3) Given the product [Cl:25][C:26]1[CH:27]=[CH:28][C:29]2[S:33][C:32]([S:34]([NH:1][C@H:2]3[CH2:6][CH2:5][N:4]([C:7]4[CH:8]=[C:9]5[C:14](=[CH:15][CH:16]=4)[CH2:13][N:12]([C:17]([O:19][C:20]([CH3:21])([CH3:23])[CH3:22])=[O:18])[CH2:11][CH2:10]5)[C:3]3=[O:24])(=[O:36])=[O:35])=[CH:31][C:30]=2[CH:38]=1, predict the reactants needed to synthesize it. The reactants are: [NH2:1][C@H:2]1[CH2:6][CH2:5][N:4]([C:7]2[CH:8]=[C:9]3[C:14](=[CH:15][CH:16]=2)[CH2:13][N:12]([C:17]([O:19][C:20]([CH3:23])([CH3:22])[CH3:21])=[O:18])[CH2:11][CH2:10]3)[C:3]1=[O:24].[Cl:25][C:26]1[CH:27]=[CH:28][C:29]2[S:33][C:32]([S:34](Cl)(=[O:36])=[O:35])=[CH:31][C:30]=2[CH:38]=1. (4) Given the product [C:14]1([S:20]([N:6]2[CH:7]=[C:2]([F:1])[C:3]([N:9]=[CH:10][N:11]([CH3:13])[CH3:12])=[N:4][C:5]2=[O:8])(=[O:22])=[O:21])[CH:19]=[CH:18][CH:17]=[CH:16][CH:15]=1, predict the reactants needed to synthesize it. The reactants are: [F:1][C:2]1[C:3]([N:9]=[CH:10][N:11]([CH3:13])[CH3:12])=[N:4][C:5]([OH:8])=[N:6][CH:7]=1.[C:14]1([S:20](Cl)(=[O:22])=[O:21])[CH:19]=[CH:18][CH:17]=[CH:16][CH:15]=1. (5) Given the product [I:8][C:19]1[C:11]([O:10][CH3:9])=[CH:12][C:13]2[O:17][CH2:16][O:15][C:14]=2[CH:18]=1, predict the reactants needed to synthesize it. The reactants are: C1C(=O)N([I:8])C(=O)C1.[CH3:9][O:10][C:11]1[CH:19]=[CH:18][C:14]2[O:15][CH2:16][O:17][C:13]=2[CH:12]=1.C(O)(C(F)(F)F)=O. (6) The reactants are: [CH3:1][O:2][C:3]([N:5]([C:33]1[CH:38]=[CH:37][CH:36]=[CH:35][CH:34]=1)[NH:6][C:7]([C:9]1[C:18]2[C:13](=[CH:14][CH:15]=[CH:16][CH:17]=2)[N:12]=[C:11]([C:19]2[CH:24]=[CH:23][CH:22]=[CH:21][CH:20]=2)[C:10]=1[O:25]CC1C=CC=CC=1)=[O:8])=[O:4].[H][H]. Given the product [CH3:1][O:2][C:3]([N:5]([C:33]1[CH:38]=[CH:37][CH:36]=[CH:35][CH:34]=1)[NH:6][C:7]([C:9]1[C:18]2[C:13](=[CH:14][CH:15]=[CH:16][CH:17]=2)[N:12]=[C:11]([C:19]2[CH:20]=[CH:21][CH:22]=[CH:23][CH:24]=2)[C:10]=1[OH:25])=[O:8])=[O:4], predict the reactants needed to synthesize it. (7) The reactants are: [CH2:1]1COCC1.[CH:6]([C:8]1[CH:9]=[C:10](/[CH:19]=[CH:20]/[C:21]([NH:23][CH:24]2[C:32]3[C:27](=[CH:28][CH:29]=[CH:30][CH:31]=3)[CH2:26][CH2:25]2)=[O:22])[CH:11]=[CH:12][C:13]=1[N:14]1[CH:18]=[CH:17][N:16]=[CH:15]1)=[O:7].C[Mg]Br.O.[Cl-].[NH4+]. Given the product [OH:7][CH:6]([C:8]1[CH:9]=[C:10](/[CH:19]=[CH:20]/[C:21]([NH:23][CH:24]2[C:32]3[C:27](=[CH:28][CH:29]=[CH:30][CH:31]=3)[CH2:26][CH2:25]2)=[O:22])[CH:11]=[CH:12][C:13]=1[N:14]1[CH:18]=[CH:17][N:16]=[CH:15]1)[CH3:1], predict the reactants needed to synthesize it. (8) Given the product [CH3:16][C:17]1[CH:18]=[N:19][C:20]2[N:21]([N:23]=[C:24]([C:26]3[CH:27]=[CH:28][CH:29]=[CH:30][CH:31]=3)[C:25]=2[CH2:2][N:3]2[CH2:7][CH:6]([CH2:8][CH2:9][CH3:10])[CH2:5][C:4]2=[O:11])[CH:22]=1, predict the reactants needed to synthesize it. The reactants are: O[CH2:2][N:3]1[CH2:7][CH:6]([CH2:8][CH2:9][CH3:10])[CH2:5][C:4]1=[O:11].S(Cl)(Cl)=O.[CH3:16][C:17]1[CH:18]=[N:19][C:20]2[N:21]([N:23]=[C:24]([C:26]3[CH:31]=[CH:30][CH:29]=[CH:28][CH:27]=3)[CH:25]=2)[CH:22]=1.[Al+3].[Cl-].[Cl-].[Cl-].